Dataset: NCI-60 drug combinations with 297,098 pairs across 59 cell lines. Task: Regression. Given two drug SMILES strings and cell line genomic features, predict the synergy score measuring deviation from expected non-interaction effect. (1) Drug 1: CN(C)N=NC1=C(NC=N1)C(=O)N. Drug 2: CN(C(=O)NC(C=O)C(C(C(CO)O)O)O)N=O. Cell line: OVCAR-8. Synergy scores: CSS=-2.05, Synergy_ZIP=0.0302, Synergy_Bliss=-3.83, Synergy_Loewe=-6.81, Synergy_HSA=-6.28. (2) Drug 1: CC12CCC(CC1=CCC3C2CCC4(C3CC=C4C5=CN=CC=C5)C)O. Drug 2: C1=C(C(=O)NC(=O)N1)F. Cell line: HT29. Synergy scores: CSS=47.7, Synergy_ZIP=1.94, Synergy_Bliss=-1.74, Synergy_Loewe=-4.74, Synergy_HSA=0.152. (3) Drug 1: CC1CCC2CC(C(=CC=CC=CC(CC(C(=O)C(C(C(=CC(C(=O)CC(OC(=O)C3CCCCN3C(=O)C(=O)C1(O2)O)C(C)CC4CCC(C(C4)OC)O)C)C)O)OC)C)C)C)OC. Drug 2: C(CC(=O)O)C(=O)CN.Cl. Cell line: SNB-75. Synergy scores: CSS=11.5, Synergy_ZIP=-5.33, Synergy_Bliss=0.490, Synergy_Loewe=-3.17, Synergy_HSA=1.58. (4) Drug 1: CN1CCC(CC1)COC2=C(C=C3C(=C2)N=CN=C3NC4=C(C=C(C=C4)Br)F)OC. Drug 2: C1=CC(=CC=C1CC(C(=O)O)N)N(CCCl)CCCl.Cl. Cell line: 786-0. Synergy scores: CSS=28.9, Synergy_ZIP=-5.50, Synergy_Bliss=1.91, Synergy_Loewe=-0.896, Synergy_HSA=0.989.